This data is from Reaction yield outcomes from USPTO patents with 853,638 reactions. The task is: Predict the reaction yield, written as a fraction of the theoretical maximum amount of product (1.0 means a 100% yield; for example, 0.34 means a 34% yield). (1) The reactants are Cl[C:2]1[N:7]=[C:6]([C:8]2[N:12]3[CH:13]=[CH:14][C:15]([F:17])=[CH:16][C:11]3=[N:10][C:9]=2[C:18]2[CH:19]=[CH:20][C:21]([O:35][CH3:36])=[C:22]([CH:34]=2)[C:23]([NH:25][C:26]2[C:31]([F:32])=[CH:30][CH:29]=[CH:28][C:27]=2[F:33])=[O:24])[CH:5]=[CH:4][N:3]=1.[CH2:37]([O:39][C:40]1[CH:46]=[C:45]([N:47]2[CH2:52][CH2:51][CH:50]([CH2:53][CH2:54][S:55]([CH3:58])(=[O:57])=[O:56])[CH2:49][CH2:48]2)[C:44]([CH3:59])=[CH:43][C:41]=1[NH2:42])[CH3:38].Cl.O1CCOCC1.C[O-].[Na+]. The catalyst is FC(F)(F)CO.CO.C(Cl)Cl.CCCCCC. The product is [F:33][C:27]1[CH:28]=[CH:29][CH:30]=[C:31]([F:32])[C:26]=1[NH:25][C:23](=[O:24])[C:22]1[CH:34]=[C:18]([C:9]2[N:10]=[C:11]3[CH:16]=[C:15]([F:17])[CH:14]=[CH:13][N:12]3[C:8]=2[C:6]2[CH:5]=[CH:4][N:3]=[C:2]([NH:42][C:41]3[CH:43]=[C:44]([CH3:59])[C:45]([N:47]4[CH2:52][CH2:51][CH:50]([CH2:53][CH2:54][S:55]([CH3:58])(=[O:57])=[O:56])[CH2:49][CH2:48]4)=[CH:46][C:40]=3[O:39][CH2:37][CH3:38])[N:7]=2)[CH:19]=[CH:20][C:21]=1[O:35][CH3:36]. The yield is 0.730. (2) The reactants are [Br:1][C:2]1[CH:11]=[C:10]2[C:5]([C:6]([CH:16]=[O:17])=[CH:7][C:8](=[O:15])[N:9]2[CH:12]2[CH2:14][CH2:13]2)=[CH:4][C:3]=1[F:18].[BH4-].[Na+].[Cl-].[NH4+]. The catalyst is CO. The product is [Br:1][C:2]1[CH:11]=[C:10]2[C:5]([C:6]([CH2:16][OH:17])=[CH:7][C:8](=[O:15])[N:9]2[CH:12]2[CH2:13][CH2:14]2)=[CH:4][C:3]=1[F:18]. The yield is 0.960. (3) The reactants are [CH2:1]([C:3]1[CH:4]=[CH:5][C:6]([CH:9]=[CH2:10])=[N:7][CH:8]=1)[CH3:2].BrN1C(=[O:17])CCC1=O.[K].[OH:20][C:21]1[CH:28]=[CH:27][C:24]([CH:25]=[O:26])=[CH:23][CH:22]=1. The catalyst is C(O)(C)(C)C. The product is [CH2:1]([C:3]1[CH:4]=[CH:5][C:6]([CH:9]([OH:17])[CH2:10][O:20][C:21]2[CH:28]=[CH:27][C:24]([CH:25]=[O:26])=[CH:23][CH:22]=2)=[N:7][CH:8]=1)[CH3:2]. The yield is 0.790. (4) The reactants are [CH3:1][O-:2].[Na+].[Cl:4][C:5]1[CH:14]=[C:13](F)[C:12]([N+:16]([O-:18])=[O:17])=[CH:11][C:6]=1[C:7]([O:9][CH3:10])=[O:8]. The catalyst is CO.CCOCC. The product is [Cl:4][C:5]1[CH:14]=[C:13]([O:2][CH3:1])[C:12]([N+:16]([O-:18])=[O:17])=[CH:11][C:6]=1[C:7]([O:9][CH3:10])=[O:8]. The yield is 1.00. (5) The reactants are [CH3:1][O:2][C:3]1[CH:4]=[C:5]([CH:11]([CH2:16][C:17]2[CH:18]=[N:19][C:20]3[C:25]([CH:26]=2)=[C:24]([O:27][CH3:28])[CH:23]=[CH:22][CH:21]=3)[C:12]([O:14][CH3:15])=[O:13])[CH:6]=[CH:7][C:8]=1[O:9][CH3:10].[C:29](OC(=O)C)(=[O:31])[CH3:30]. The catalyst is CCOCC. The product is [C:29]([C:6]1[CH:7]=[C:8]([O:9][CH3:10])[C:3]([O:2][CH3:1])=[CH:4][C:5]=1[CH:11]([CH2:16][C:17]1[CH:18]=[N:19][C:20]2[C:25]([CH:26]=1)=[C:24]([O:27][CH3:28])[CH:23]=[CH:22][CH:21]=2)[C:12]([O:14][CH3:15])=[O:13])(=[O:31])[CH3:30]. The yield is 0.590.